Dataset: Forward reaction prediction with 1.9M reactions from USPTO patents (1976-2016). Task: Predict the product of the given reaction. (1) Given the reactants [OH:1][C:2]1[C:3]2[CH2:26][N:25]([C:27]([O:29][C:30]([CH3:33])([CH3:32])[CH3:31])=[O:28])[CH2:24][CH2:23][C:4]=2[N:5]=[C:6]([NH:8][C:9]2[CH:14]=[CH:13][C:12]([N:15]3[CH:19]=[C:18]([CH3:20])[N:17]=[CH:16]3)=[C:11]([O:21][CH3:22])[CH:10]=2)[N:7]=1.[F:34][C:35]([F:54])([F:53])[S:36](N(C1C=CC=CC=1)[S:36]([C:35]([F:54])([F:53])[F:34])(=[O:38])=[O:37])(=[O:38])=[O:37].N12CCCN=C1CCCCC2, predict the reaction product. The product is: [CH3:22][O:21][C:11]1[CH:10]=[C:9]([NH:8][C:6]2[N:7]=[C:2]([O:1][S:36]([C:35]([F:54])([F:53])[F:34])(=[O:38])=[O:37])[C:3]3[CH2:26][N:25]([C:27]([O:29][C:30]([CH3:33])([CH3:32])[CH3:31])=[O:28])[CH2:24][CH2:23][C:4]=3[N:5]=2)[CH:14]=[CH:13][C:12]=1[N:15]1[CH:19]=[C:18]([CH3:20])[N:17]=[CH:16]1. (2) Given the reactants [CH3:1][O:2][C:3](=[O:27])[C:4]1[CH:9]=[C:8]([N:10]2[CH2:14][CH2:13][CH2:12][C:11]2=[O:15])[CH:7]=[CH:6][C:5]=1[NH:16][C:17](=[O:26])[C:18]1[CH:23]=[CH:22][CH:21]=[C:20]([CH2:24]Cl)[CH:19]=1.C(N(CC)CC)C.[CH3:35][CH:36]([OH:43])[CH2:37][NH:38][CH2:39][CH:40]([OH:42])[CH3:41].COC1C=C(C=CC=1OC)C(Cl)=O, predict the reaction product. The product is: [CH3:1][O:2][C:3](=[O:27])[C:4]1[CH:9]=[C:8]([N:10]2[CH2:14][CH2:13][CH2:12][C:11]2=[O:15])[CH:7]=[CH:6][C:5]=1[NH:16][C:17](=[O:26])[C:18]1[CH:23]=[CH:22][CH:21]=[C:20]([CH2:24][N:38]([CH2:39][CH:40]([OH:42])[CH3:41])[CH2:37][CH:36]([OH:43])[CH3:35])[CH:19]=1. (3) Given the reactants [Br:1][C:2]1[N:7]=[C:6]([C@@:8]([NH:21][S@@](C(C)(C)C)=O)([CH2:10][C@H:11]([O:16][Si](C)(C)C)[C:12]([F:15])([F:14])[F:13])[CH3:9])[C:5]([F:28])=[CH:4][CH:3]=1.Cl, predict the reaction product. The product is: [NH2:21][C@@:8]([C:6]1[C:5]([F:28])=[CH:4][CH:3]=[C:2]([Br:1])[N:7]=1)([CH3:9])[CH2:10][C@H:11]([OH:16])[C:12]([F:13])([F:14])[F:15]. (4) Given the reactants [CH2:1]([O:3][C:4](=[O:14])[CH:5]([CH2:11][CH2:12][CH3:13])[C:6]([O:8]CC)=[O:7])[CH3:2].C(=O)([O-])[O-:16].[Cs+].[Cs+].O, predict the reaction product. The product is: [CH2:1]([O:3][C:4](=[O:14])[C:5]([OH:16])([CH2:11][CH2:12][CH3:13])[C:6]([OH:8])=[O:7])[CH3:2]. (5) Given the reactants [Li]CCCC.Br[C:7]1[CH:12]=[CH:11][C:10]([Cl:13])=[C:9]([O:14][C:15]([F:18])([F:17])[F:16])[CH:8]=1.C([O:21][B:22](OCC)[O:23]CC)C.Cl, predict the reaction product. The product is: [Cl:13][C:10]1[CH:11]=[CH:12][C:7]([B:22]([OH:23])[OH:21])=[CH:8][C:9]=1[O:14][C:15]([F:18])([F:17])[F:16].